Predict the reactants needed to synthesize the given product. From a dataset of Full USPTO retrosynthesis dataset with 1.9M reactions from patents (1976-2016). (1) Given the product [C:1]([O:5][C:6]([N:8]1[CH2:13][CH2:12][CH:11]([NH:18][C:17]2[CH:19]=[CH:20][CH:21]=[CH:22][C:16]=2[Cl:15])[CH2:10][CH2:9]1)=[O:7])([CH3:4])([CH3:3])[CH3:2], predict the reactants needed to synthesize it. The reactants are: [C:1]([O:5][C:6]([N:8]1[CH2:13][CH2:12][C:11](=O)[CH2:10][CH2:9]1)=[O:7])([CH3:4])([CH3:3])[CH3:2].[Cl:15][C:16]1[CH:22]=[CH:21][CH:20]=[CH:19][C:17]=1[NH2:18].C(O)(=O)C.C(O[BH-](OC(=O)C)OC(=O)C)(=O)C.[Na+].[OH-].[Na+]. (2) Given the product [CH2:8]([O:7][C:1](=[O:6])[CH2:2][C:3]([NH:47][C:43]1[CH:44]=[CH:45][CH:46]=[C:41]([C:40]([F:39])([F:48])[F:49])[CH:42]=1)=[O:5])[C:9]1[CH:14]=[CH:13][CH:12]=[CH:11][CH:10]=1, predict the reactants needed to synthesize it. The reactants are: [C:1]([O:7][CH2:8][C:9]1[CH:14]=[CH:13][CH:12]=[CH:11][CH:10]=1)(=[O:6])[CH2:2][C:3]([O-:5])=O.CN1CCOCC1.P(Cl)(OC1C=CC=CC=1)(OC1C=CC=CC=1)=O.[F:39][C:40]([F:49])([F:48])[C:41]1[CH:42]=[C:43]([NH2:47])[CH:44]=[CH:45][CH:46]=1. (3) Given the product [Cl:11][C:8]1[CH:9]=[CH:10][C:5]2[N:6]([C:2]([C:22]3[O:23][C:19]4[CH:18]=[CH:17][N:16]=[C:15]([O:14][CH2:12][CH3:13])[C:20]=4[CH:21]=3)=[CH:3][N:4]=2)[N:7]=1, predict the reactants needed to synthesize it. The reactants are: Br[C:2]1[N:6]2[N:7]=[C:8]([Cl:11])[CH:9]=[CH:10][C:5]2=[N:4][CH:3]=1.[CH2:12]([O:14][C:15]1[C:20]2[CH:21]=[C:22]([Sn](CCCC)(CCCC)CCCC)[O:23][C:19]=2[CH:18]=[CH:17][N:16]=1)[CH3:13].ClCCl.CO. (4) Given the product [C:1]([O:5][C:6](=[O:28])[NH:7][CH2:8][C:9]1[CH:10]=[CH:11][C:12]([CH2:15][N:16]([CH2:30][C:29]#[N:31])[CH2:17][CH2:18][CH2:19][CH2:20][N:21]([CH2:22][CH2:23][CH3:24])[CH2:25][CH2:26][CH3:27])=[CH:13][CH:14]=1)([CH3:3])([CH3:4])[CH3:2], predict the reactants needed to synthesize it. The reactants are: [C:1]([O:5][C:6](=[O:28])[NH:7][CH2:8][C:9]1[CH:14]=[CH:13][C:12]([CH2:15][NH:16][CH2:17][CH2:18][CH2:19][CH2:20][N:21]([CH2:25][CH2:26][CH3:27])[CH2:22][CH2:23][CH3:24])=[CH:11][CH:10]=1)([CH3:4])([CH3:3])[CH3:2].[CH2:29]([N:31](CC)CC)[CH3:30].BrCC#N. (5) Given the product [N:11]1([C:14]2[CH:19]=[C:18]([CH:20]3[CH2:24][CH2:23][O:22][CH2:21]3)[N:17]=[C:16]([NH2:25])[N:15]=2)[CH2:12][CH2:13][NH:8][CH2:9][CH2:10]1, predict the reactants needed to synthesize it. The reactants are: C(OC([N:8]1[CH2:13][CH2:12][N:11]([C:14]2[CH:19]=[C:18]([CH:20]3[CH2:24][CH2:23][O:22][CH2:21]3)[N:17]=[C:16]([NH2:25])[N:15]=2)[CH2:10][CH2:9]1)=O)(C)(C)C.Cl. (6) Given the product [CH2:10]([C:9]1[CH:14]=[CH:15][C:6]([CH:4]([CH3:5])[C:2]([NH:30][C:29]2[CH:28]=[CH:27][C:26]([CH2:25][N:23]([CH3:24])[CH3:22])=[CH:32][CH:31]=2)=[O:3])=[CH:7][CH:8]=1)[CH:11]([CH3:13])[CH3:12], predict the reactants needed to synthesize it. The reactants are: O[C:2]([CH:4]([C:6]1[CH:15]=[CH:14][C:9]([CH2:10][CH:11]([CH3:13])[CH3:12])=[CH:8][CH:7]=1)[CH3:5])=[O:3].O1CCOCC1.[CH3:22][N:23]([CH2:25][C:26]1[CH:32]=[CH:31][C:29]([NH2:30])=[CH:28][CH:27]=1)[CH3:24]. (7) Given the product [CH2:35]([O:10][C:8](=[O:9])[C:7]1[CH:11]=[CH:12][CH:13]=[C:5]([N:4]([CH2:1][CH:2]=[CH2:3])[CH3:14])[CH:6]=1)[CH3:36], predict the reactants needed to synthesize it. The reactants are: [CH2:1]([N:4]([C:14](OC(C)(C)C)=O)[C:5]1[CH:6]=[C:7]([CH:11]=[CH:12][CH:13]=1)[C:8]([OH:10])=[O:9])[CH:2]=[CH2:3].CN(C=O)C.C(=O)([O-])[O-].[Cs+].[Cs+].CI.O1CCO[CH2:36][CH2:35]1.